From a dataset of Experimentally validated miRNA-target interactions with 360,000+ pairs, plus equal number of negative samples. Binary Classification. Given a miRNA mature sequence and a target amino acid sequence, predict their likelihood of interaction. (1) The miRNA is mmu-miR-466j with sequence UGUGUGCAUGUGCAUGUGUGUAA. The protein sequence of the target gene is MGIPVGKSMLVLLISLAFALCCIAAYGPGETLCGGELVDTLQFVCSDRGFYFSRPSSRANRRSRGIVEECCFRSCDLALLETYCATPAKSERDVSTSQAVLPDDFPRYPVGKFFQYDTWRQSAGRLRRGLPALLRARRGRMLAKELKEFREAKRHRPLIVLPPKDPAHGGASSEMSSNHQ. Result: 1 (interaction). (2) The miRNA is hsa-miR-4790-3p with sequence UGAAUGGUAAAGCGAUGUCACA. The protein sequence of the target gene is MEQVPSAGRLVQITVTEGYDLKGFKGDTPVTFIRAEFNQVVLGDSAKITVSPEGSAKYNFTSSFEFNPEGGITSDDLAHKPVFLTVTEVLPKEKKQKEEKTLILGQAVVDLLPLLEGQSSFQTTVPLHPVQGSPLETPRSSAKQCSLEVKVLVAEPLLTTAQISGGNLLKVTLEAAYSVPESFIPTGPGQNYMVGLQVPSLGEKDYPILFKNGTLKLGGEREPVPRPKKWPIANILAPGANNIPDAFIVGGPYEEEEGELNHPEDSEFRNQAECIKKRIIWDLESRCYLDPSAVVSFQKR.... Result: 0 (no interaction). (3) The miRNA is hsa-miR-802 with sequence CAGUAACAAAGAUUCAUCCUUGU. The protein sequence of the target gene is MRAARAAPLLQLLLLLGPWLEAAGVAESPLPAVVLAILARNAEHSLPHYLGALERLDYPRARMALWCATDHNVDNTTEMLQEWLAAVGDDYAAVVWRPEGEPRFYPDEEGPKHWTKERHQFLMELKQEALTFARNWGADYILFADTDNILTNNQTLRLLMGQGLPVVAPMLDSQTYYSNFWCGITPQGYYRRTAEYFPTKNRQRRGCFRVPMVHSTFLASLRAEGADQLAFYPPHPNYTWPFDDIIVFAYACQAAGVSVHVCNEHRYGYMNVPVKSHQGLEDERVNFIHLILEALVDGPR.... Result: 0 (no interaction). (4) The miRNA is hsa-miR-16-5p with sequence UAGCAGCACGUAAAUAUUGGCG. The protein sequence of the target gene is MAAGTLYTYPENWRAFKALIAAQYSGAQVRVLSAPPHFHFGQTNRTPEFLRKFPAGKVPAFEGDDGFCVFESNAIAYYVSNEELRGSTPEAAAQVVQWVSFADSDIVPPASTWVFPTLGIMHHNKQATENAKEEVRRILGLLDAYLKTRTFLVGERVTLADITVVCTLLWLYKQVLEPSFRQAFPNTNRWFLTCINQPQFRAVLGEVKLCEKMAQFDAKKFAETQPKKDTPRKEKGSREEKQKPQAERKEEKKAAAPAPEEEMDECEQALAAEPKAKDPFAHLPKSTFVLDEFKRKYSNE.... Result: 1 (interaction). (5) The miRNA is rno-miR-30c-1-3p with sequence CUGGGAGAGGGUUGUUUACUCC. The protein sequence of the target gene is MLLLFSVILISWVSTVGGEGTLCDFPKIHHGFLYDEEDYNPFSQVPTGEVFYYSCEYNFVSPSKSFWTRITCTEEGWSPTPKCLRMCSFPFVKNGHSESSGLIHLEGDTVQIICNTGYSLQNNEKNISCVERGWSTPPICSFTKGECHVPILEANVDAQPKKESYKVGDVLKFSCRKNLIRVGSDSVQCYQFGWSPNFPTCKGQVRSCGPPPQLSNGEVKEIRKEEYGHNEVVEYDCNPNFIINGPKKIQCVDGEWTTLPTCVEQVKTCGYIPELEYGYVQPSVPPYQHGVSVEVNCRNE.... Result: 0 (no interaction). (6) The miRNA is hsa-miR-5590-5p with sequence UUGCCAUACAUAGACUUUAUU. The protein sequence of the target gene is MFRCWSAILILGFIFLASEGRPTKESGYGLKSYQPLTRLRHKQEKSQESSRIKEFLIHDGPFGSCENKYCGLGRHCVINRETRHAECACMDLCKQHYKPVCGSDGEFYENHCEVHRAACLKKQKITIVHNEDCFFEGDNCMAIEYSKMKSMLLDLQNQKYITQENENPNSDDISRKKPLVDQMFKYFDADSNGLVDINELTQVIKQEELNKDLSDCTLYDLLKYDDFNADKHLALEEFYRAFQVIQLSLPEDQRVSITAATVGQSAVLSCAIVGTLRPPIIWKRNNIVLNNLDLEDINDF.... Result: 0 (no interaction).